This data is from Forward reaction prediction with 1.9M reactions from USPTO patents (1976-2016). The task is: Predict the product of the given reaction. (1) Given the reactants [CH3:1][O:2][C:3](=[O:12])[C:4]1[CH:9]=[CH:8][C:7]([OH:10])=[CH:6][C:5]=1[OH:11].Br[CH2:14][CH2:15][CH2:16][O:17][N:18]1[C:26](=[O:27])[C:25]2[C:20](=[CH:21][CH:22]=[CH:23][CH:24]=2)[C:19]1=[O:28].C(=O)([O-])[O-].[Cs+].[Cs+], predict the reaction product. The product is: [CH3:1][O:2][C:3](=[O:12])[C:4]1[CH:9]=[CH:8][C:7]([O:10][CH2:14][CH2:15][CH2:16][O:17][N:18]2[C:26](=[O:27])[C:25]3[C:20](=[CH:21][CH:22]=[CH:23][CH:24]=3)[C:19]2=[O:28])=[CH:6][C:5]=1[OH:11]. (2) Given the reactants Br[CH2:2][C:3]1([CH2:9][NH:10][C:11]2[NH:15][N:14]=[C:13]([C:16]3[CH:21]=[CH:20][C:19]([F:22])=[CH:18][CH:17]=3)[C:12]=2[C:23]2[CH:24]=[CH:25][C:26](=[O:36])[N:27]([C:29]3[CH:34]=[CH:33][CH:32]=[CH:31][C:30]=3[CH3:35])[N:28]=2)[CH2:8][CH2:7][CH2:6][CH2:5][CH2:4]1.C([O-])([O-])=O.[K+].[K+].O, predict the reaction product. The product is: [F:22][C:19]1[CH:20]=[CH:21][C:16]([C:13]2[C:12]([C:23]3[CH:24]=[CH:25][C:26](=[O:36])[N:27]([C:29]4[CH:34]=[CH:33][CH:32]=[CH:31][C:30]=4[CH3:35])[N:28]=3)=[C:11]3[NH:10][CH2:9][C:3]4([CH2:8][CH2:7][CH2:6][CH2:5][CH2:4]4)[CH2:2][N:15]3[N:14]=2)=[CH:17][CH:18]=1. (3) Given the reactants [NH2:1][C:2]1[C:3]([F:22])=[CH:4][C:5]([CH3:21])=[C:6]([C:8]2[C:19]([CH3:20])=[N:18][C:11]3[N:12]=[C:13]([NH:16][CH3:17])[N:14]=[CH:15][C:10]=3[CH:9]=2)[CH:7]=1.Cl[C:24]([O:26][C:27]([CH3:29])=[CH2:28])=[O:25], predict the reaction product. The product is: [F:22][C:3]1[CH:4]=[C:5]([CH3:21])[C:6]([C:8]2[C:19]([CH3:20])=[N:18][C:11]3[N:12]=[C:13]([NH:16][CH3:17])[N:14]=[CH:15][C:10]=3[CH:9]=2)=[CH:7][C:2]=1[NH:1][C:24](=[O:25])[O:26][C:27]([CH3:29])=[CH2:28]. (4) The product is: [Cl:30][C:18]1[CH:17]=[C:16]([NH:15][C:13]2[C:14]3[N:6]([CH2:5][CH2:4][NH:3][C:33](=[O:34])[C:32]([CH3:36])([S:37]([CH3:40])(=[O:39])=[O:38])[CH3:31])[CH:7]=[CH:8][C:9]=3[N:10]=[CH:11][N:12]=2)[CH:21]=[CH:20][C:19]=1[O:22][C:23]1[CH:28]=[CH:27][CH:26]=[C:25]([F:29])[CH:24]=1. Given the reactants Cl.Cl.[NH2:3][CH2:4][CH2:5][N:6]1[C:14]2[C:13]([NH:15][C:16]3[CH:21]=[CH:20][C:19]([O:22][C:23]4[CH:28]=[CH:27][CH:26]=[C:25]([F:29])[CH:24]=4)=[C:18]([Cl:30])[CH:17]=3)=[N:12][CH:11]=[N:10][C:9]=2[CH:8]=[CH:7]1.[CH3:31][C:32]([S:37]([CH3:40])(=[O:39])=[O:38])([CH3:36])[C:33](O)=[O:34].Cl.C(N=C=NCCCN(C)C)C.ON1C2C=CC=CC=2N=N1, predict the reaction product. (5) Given the reactants [NH2:1][C:2]1[S:3][C:4]2[C:9]([N:10]=1)=[CH:8][CH:7]=[C:6]([O:11][C:12]1[CH:13]=[C:14]([NH:19][C:20](=[O:32])[C:21]3[CH:26]=[CH:25][CH:24]=[C:23]([C:27]([F:30])([F:29])[F:28])[C:22]=3[Cl:31])[CH:15]=[CH:16][C:17]=1[CH3:18])[N:5]=2.[CH:33]1([C:36](Cl)=[O:37])[CH2:35][CH2:34]1, predict the reaction product. The product is: [Cl:31][C:22]1[C:23]([C:27]([F:29])([F:28])[F:30])=[CH:24][CH:25]=[CH:26][C:21]=1[C:20]([NH:19][C:14]1[CH:15]=[CH:16][C:17]([CH3:18])=[C:12]([O:11][C:6]2[N:5]=[C:4]3[S:3][C:2]([NH:1][C:36]([CH:33]4[CH2:35][CH2:34]4)=[O:37])=[N:10][C:9]3=[CH:8][CH:7]=2)[CH:13]=1)=[O:32]. (6) Given the reactants [CH:1]1([NH:4][C:5]2[CH:10]=[CH:9][N:8]=[C:7]([NH2:11])[CH:6]=2)[CH2:3][CH2:2]1.Br[CH2:13][C:14]([C:16]1[CH:21]=[CH:20][C:19]([OH:22])=[CH:18][CH:17]=1)=O, predict the reaction product. The product is: [CH:1]1([NH:4][C:5]2[CH:10]=[CH:9][N:8]3[CH:13]=[C:14]([C:16]4[CH:21]=[CH:20][C:19]([OH:22])=[CH:18][CH:17]=4)[N:11]=[C:7]3[CH:6]=2)[CH2:3][CH2:2]1.